This data is from Reaction yield outcomes from USPTO patents with 853,638 reactions. The task is: Predict the reaction yield, written as a fraction of the theoretical maximum amount of product (1.0 means a 100% yield; for example, 0.34 means a 34% yield). (1) The reactants are CN(C)S([N:6]1[CH:10]=[CH:9][N:8]=[C:7]1[CH:11]([CH2:18][C:19]1[CH:24]=[CH:23][C:22]([O:25][CH2:26][CH2:27][C:28]2[CH:33]=[CH:32][CH:31]=[C:30]([NH:34][CH3:35])[N:29]=2)=[CH:21][CH:20]=1)[CH2:12][C:13]([O:15]CC)=[O:14])(=O)=O.[OH-].[Na+]. The catalyst is Cl. The product is [NH:6]1[CH:10]=[CH:9][N:8]=[C:7]1[CH:11]([CH2:18][C:19]1[CH:24]=[CH:23][C:22]([O:25][CH2:26][CH2:27][C:28]2[CH:33]=[CH:32][CH:31]=[C:30]([NH:34][CH3:35])[N:29]=2)=[CH:21][CH:20]=1)[CH2:12][C:13]([OH:15])=[O:14]. The yield is 0.540. (2) The reactants are Br[CH2:2][CH2:3][N:4]1[C:8]([CH2:9]Cl)=[CH:7][C:6]([N+:11]([O-:13])=[O:12])=[N:5]1.[CH3:14][O:15][CH2:16][CH2:17][NH2:18].CS(C)=O. The catalyst is C(OCC)(=O)C. The product is [CH3:14][O:15][CH2:16][CH2:17][N:18]1[CH2:2][CH2:3][N:4]2[N:5]=[C:6]([N+:11]([O-:13])=[O:12])[CH:7]=[C:8]2[CH2:9]1. The yield is 0.750. (3) The reactants are C([O:5][C:6]([N:8]1[CH2:13][CH2:12][CH:11]([N:14]2[C:18]3=[N:19][CH:20]=[N:21][C:22]([O:23][C:24]4[CH:29]=[CH:28][C:27]([S:30]([CH3:33])(=[O:32])=[O:31])=[CH:26][C:25]=4[F:34])=[C:17]3[CH:16]=[N:15]2)[CH2:10][CH2:9]1)=[O:7])(C)(C)C.FC(F)(F)C(O)=O.ClCCl. The catalyst is CO.ClCCl. The product is [F:34][C:25]1[CH:26]=[C:27]([S:30]([CH3:33])(=[O:32])=[O:31])[CH:28]=[CH:29][C:24]=1[O:23][C:22]1[N:21]=[CH:20][N:19]=[C:18]2[N:14]([CH:11]3[CH2:12][CH2:13][N:8]([C:6]([OH:7])=[O:5])[CH2:9][CH2:10]3)[N:15]=[CH:16][C:17]=12. The yield is 0.900. (4) The product is [C:1]([O:5][C:6]([NH:8][C:9]1[S:13][C:12]([C:14]2[CH:15]=[CH:16][CH:17]=[CH:18][CH:19]=2)=[N:11][C:10]=1[C:20]([OH:22])=[O:21])=[O:7])([CH3:4])([CH3:2])[CH3:3]. The yield is 0.680. The reactants are [C:1]([O:5][C:6]([NH:8][C:9]1[S:13][C:12]([C:14]2[CH:19]=[CH:18][CH:17]=[CH:16][CH:15]=2)=[N:11][C:10]=1[C:20]([O:22]CC)=[O:21])=[O:7])([CH3:4])([CH3:3])[CH3:2].O[Li].O.Cl. The catalyst is CO.O. (5) The yield is 0.565. The product is [OH:61][C:62]1[CH:70]=[CH:69][C:65]([C:66]([NH:17][CH2:18][C:19](=[O:20])[N:21]2[CH2:22][CH2:23][N:24]([C:27](=[O:38])[C:28]3[CH:33]=[CH:32][CH:31]=[CH:30][C:29]=3[C:34]([F:37])([F:35])[F:36])[CH2:25][CH2:26]2)=[O:67])=[CH:64][N:63]=1. The catalyst is CN(C=O)C.O. The reactants are CCN(C(C)C)C(C)C.OC(C(F)(F)F)=O.[NH2:17][CH2:18][C:19]([N:21]1[CH2:26][CH2:25][N:24]([C:27](=[O:38])[C:28]2[CH:33]=[CH:32][CH:31]=[CH:30][C:29]=2[C:34]([F:37])([F:36])[F:35])[CH2:23][CH2:22]1)=[O:20].C1C=CC2N(O)N=NC=2C=1.CCN=C=NCCCN(C)C.Cl.[OH:61][C:62]1[CH:70]=[CH:69][C:65]([C:66](O)=[O:67])=[CH:64][N:63]=1. (6) The reactants are Cl[C:2]1[C:7]([N+:8]([O-:10])=[O:9])=[CH:6][CH:5]=[C:4]([Cl:11])[N:3]=1.C(=O)([O-])[O-].[K+].[K+].[F:18][C:19]1[CH:24]=[CH:23][C:22]([C@@H:25]([NH2:27])[CH3:26])=[CH:21][CH:20]=1. The catalyst is CC#N. The product is [Cl:11][C:4]1[N:3]=[C:2]([NH:27][C@H:25]([C:22]2[CH:23]=[CH:24][C:19]([F:18])=[CH:20][CH:21]=2)[CH3:26])[C:7]([N+:8]([O-:10])=[O:9])=[CH:6][CH:5]=1. The yield is 0.820. (7) The reactants are [CH2:1]([O:3][C:4]1[N:5]=[CH:6][C:7]2[C:12]([C:13]=1[C:14]([O:16]CC)=[O:15])=[CH:11][CH:10]=[CH:9][CH:8]=2)[CH3:2].[OH-].[Na+]. The catalyst is CO. The product is [CH2:1]([O:3][C:4]1[N:5]=[CH:6][C:7]2[C:12]([C:13]=1[C:14]([OH:16])=[O:15])=[CH:11][CH:10]=[CH:9][CH:8]=2)[CH3:2]. The yield is 0.650.